Dataset: Forward reaction prediction with 1.9M reactions from USPTO patents (1976-2016). Task: Predict the product of the given reaction. (1) Given the reactants [Cl:1][C:2]1[CH:7]=[CH:6][C:5]([CH:8]2[CH:12]([C:13]3[CH:18]=[CH:17][C:16]([Cl:19])=[CH:15][CH:14]=3)[N:11]([C:20](Cl)=[O:21])[C:10]([C:23]3[C:24]([O:30][CH2:31][CH3:32])=[N:25][C:26]([CH3:29])=[N:27][CH:28]=3)=[N:9]2)=[CH:4][CH:3]=1.[N:33]1([C:39](=[O:47])[CH2:40][N:41]2[CH2:46][CH2:45][NH:44][CH2:43][CH2:42]2)[CH2:38][CH2:37][O:36][CH2:35][CH2:34]1, predict the reaction product. The product is: [Cl:1][C:2]1[CH:3]=[CH:4][C:5]([C@H:8]2[C@@H:12]([C:13]3[CH:18]=[CH:17][C:16]([Cl:19])=[CH:15][CH:14]=3)[N:11]([C:20]([N:44]3[CH2:45][CH2:46][N:41]([CH2:40][C:39]([N:33]4[CH2:34][CH2:35][O:36][CH2:37][CH2:38]4)=[O:47])[CH2:42][CH2:43]3)=[O:21])[C:10]([C:23]3[C:24]([O:30][CH2:31][CH3:32])=[N:25][C:26]([CH3:29])=[N:27][CH:28]=3)=[N:9]2)=[CH:6][CH:7]=1. (2) Given the reactants Cl.[F:2][C:3]1[CH:4]=[C:5]2[C:10](=[C:11]([N:13]3[CH2:18][CH2:17][N:16]([CH3:19])[CH2:15][CH2:14]3)[CH:12]=1)[O:9][CH:8]([C:20]([OH:22])=O)[CH2:7][CH2:6]2.C(N(CC)C(C)C)(C)C.CN(C(ON1N=NC2C=CC=CC1=2)=[N+](C)C)C.[B-](F)(F)(F)F.[NH2:54][C:55]1[CH:60]=[CH:59][C:58]([N:61]2[CH2:65][CH2:64][O:63][C:62]2=[O:66])=[CH:57][CH:56]=1, predict the reaction product. The product is: [F:2][C:3]1[CH:4]=[C:5]2[C:10](=[C:11]([N:13]3[CH2:14][CH2:15][N:16]([CH3:19])[CH2:17][CH2:18]3)[CH:12]=1)[O:9][CH:8]([C:20]([NH:54][C:55]1[CH:56]=[CH:57][C:58]([N:61]3[CH2:65][CH2:64][O:63][C:62]3=[O:66])=[CH:59][CH:60]=1)=[O:22])[CH2:7][CH2:6]2. (3) Given the reactants [F:1][C:2]1[CH:3]=[C:4]2[C:9](=[CH:10][CH:11]=1)[N:8]=[CH:7][CH:6]=[CH:5]2.[N+:12]([O-])([OH:14])=[O:13], predict the reaction product. The product is: [F:1][C:2]1[CH:3]=[C:4]2[C:9](=[C:10]([N+:12]([O-:14])=[O:13])[CH:11]=1)[N:8]=[CH:7][CH:6]=[CH:5]2. (4) Given the reactants [C:1]([O:5][C:6]([N:8]1[CH2:13][CH2:12][CH:11]([NH:14][C:15]2[CH:24]=[CH:23][C:18]3[O:19][CH2:20][CH2:21][O:22][C:17]=3[CH:16]=2)[CH2:10][CH2:9]1)=[O:7])([CH3:4])([CH3:3])[CH3:2].[Cl:25][C:26]1[CH:27]=[CH:28][C:29]([F:34])=[C:30]([CH:33]=1)[CH2:31]Br, predict the reaction product. The product is: [C:1]([O:5][C:6]([N:8]1[CH2:13][CH2:12][CH:11]([N:14]([CH2:31][C:30]2[CH:33]=[C:26]([Cl:25])[CH:27]=[CH:28][C:29]=2[F:34])[C:15]2[CH:24]=[CH:23][C:18]3[O:19][CH2:20][CH2:21][O:22][C:17]=3[CH:16]=2)[CH2:10][CH2:9]1)=[O:7])([CH3:4])([CH3:2])[CH3:3].